Task: Predict the reactants needed to synthesize the given product.. Dataset: Full USPTO retrosynthesis dataset with 1.9M reactions from patents (1976-2016) (1) Given the product [CH3:17][O:18][C:19]([C@@H:21]1[CH2:25][CH2:24][CH2:23][N:22]1[C:26]([NH:27][C:28]1[CH:33]=[CH:32][C:31]([S:34]([N:37]2[CH2:42][CH2:41][CH:40]([CH2:43][NH:1][CH2:2][C@H:3]([OH:4])[C:5]3[CH:6]=[CH:7][C:8]([OH:16])=[C:9]([NH:11][S:12]([CH3:15])(=[O:14])=[O:13])[CH:10]=3)[CH2:39][CH2:38]2)(=[O:35])=[O:36])=[CH:30][CH:29]=1)=[O:45])=[O:20], predict the reactants needed to synthesize it. The reactants are: [NH2:1][CH2:2][C@@H:3]([C:5]1[CH:6]=[CH:7][C:8]([OH:16])=[C:9]([NH:11][S:12]([CH3:15])(=[O:14])=[O:13])[CH:10]=1)[OH:4].[CH3:17][O:18][C:19]([C@@H:21]1[CH2:25][CH2:24][CH2:23][N:22]1[C:26](=[O:45])[NH:27][C:28]1[CH:33]=[CH:32][C:31]([S:34]([N:37]2[CH2:42][CH2:41][CH:40]([CH:43]=O)[CH2:39][CH2:38]2)(=[O:36])=[O:35])=[CH:30][CH:29]=1)=[O:20].C(O)(=O)C.C([BH3-])#N.[Na+]. (2) Given the product [CH:38]1([P:37]([CH:44]2[CH2:49][CH2:48][CH2:47][CH2:46][CH2:45]2)[C:22]2[CH:23]=[CH:24][CH:25]=[CH:26][C:21]=2[C:13]2[C:14]([O:19][CH3:20])=[CH:15][C:16]([O:17][CH3:18])=[C:11]([C:30]3[CH:35]=[CH:34][CH:33]=[CH:32][CH:31]=3)[C:12]=2[O:27][CH3:28])[CH2:43][CH2:42][CH2:41][CH2:40][CH2:39]1, predict the reactants needed to synthesize it. The reactants are: CC(C[AlH]CC(C)C)C.Br[C:11]1[C:12]([O:27][CH3:28])=[C:13]([C:21]2[CH:26]=[CH:25][CH:24]=[CH:23][CH:22]=2)[C:14]([O:19][CH3:20])=[CH:15][C:16]=1[O:17][CH3:18].Br[C:30]1[CH:35]=[CH:34][CH:33]=[CH:32][C:31]=1Cl.[P:37](Cl)([CH:44]1[CH2:49][CH2:48][CH2:47][CH2:46][CH2:45]1)[CH:38]1[CH2:43][CH2:42][CH2:41][CH2:40][CH2:39]1. (3) Given the product [OH:19][NH:18][C:3]([C:5]1[S:9][C:8]([N:10]2[CH2:15][CH2:14][N:13]([CH3:16])[CH2:12][CH2:11]2)=[N:7][CH:6]=1)=[O:2], predict the reactants needed to synthesize it. The reactants are: C[O:2][C:3]([C:5]1[S:9][C:8]([N:10]2[CH2:15][CH2:14][N:13]([CH3:16])[CH2:12][CH2:11]2)=[N:7][CH:6]=1)=O.Cl.[NH2:18][OH:19].C[O-].[Na+].CO.Cl. (4) Given the product [CH3:1][C:2]1([CH3:17])[C:10]2[C:5](=[CH:6][CH:7]=[C:8]([N+:11]([O-:13])=[O:12])[CH:9]=2)[NH:4][CH2:3]1, predict the reactants needed to synthesize it. The reactants are: [CH3:1][C:2]1([CH3:17])[C:10]2[C:5](=[CH:6][CH:7]=[C:8]([N+:11]([O-:13])=[O:12])[CH:9]=2)[N:4](C(=O)C)[CH2:3]1.Cl. (5) Given the product [C:17]1([C:16]2[N:24]=[C:4]([OH:5])[CH:6]=[C:7]([C:9]3[CH:10]=[CH:11][CH:12]=[CH:13][CH:14]=3)[N:23]=2)[CH:22]=[CH:21][CH:20]=[CH:19][CH:18]=1, predict the reactants needed to synthesize it. The reactants are: CCO[C:4]([CH2:6][C:7]([C:9]1[CH:14]=[CH:13][CH:12]=[CH:11][CH:10]=1)=O)=[O:5].Cl.[C:16]([NH2:24])(=[NH:23])[C:17]1[CH:22]=[CH:21][CH:20]=[CH:19][CH:18]=1.C(=O)([O-])[O-].[K+].[K+]. (6) The reactants are: Cl.[N+:2]([C:5]1[CH:13]=[CH:12][C:8]([N:9]([CH3:11])[CH3:10])=[CH:7][CH:6]=1)([O-])=O. Given the product [CH3:10][N:9]([C:8]1[CH:12]=[CH:13][C:5]([NH2:2])=[CH:6][CH:7]=1)[CH3:11], predict the reactants needed to synthesize it. (7) The reactants are: Cl.[Cl:2][C:3]1[N:4]=[C:5]([C:16]2[CH:37]=[CH:36][C:19]([O:20][CH2:21][CH2:22][CH:23]3[CH2:28][CH2:27][N:26](C(OC(C)(C)C)=O)[CH2:25][CH2:24]3)=[C:18]([C:38]([F:41])([F:40])[F:39])[CH:17]=2)[C:6]2[CH:11]=[CH:10][N:9]([CH2:12][CH2:13][O:14][CH3:15])[C:7]=2[N:8]=1. Given the product [ClH:2].[Cl:2][C:3]1[N:4]=[C:5]([C:16]2[CH:37]=[CH:36][C:19]([O:20][CH2:21][CH2:22][CH:23]3[CH2:28][CH2:27][NH:26][CH2:25][CH2:24]3)=[C:18]([C:38]([F:39])([F:40])[F:41])[CH:17]=2)[C:6]2[CH:11]=[CH:10][N:9]([CH2:12][CH2:13][O:14][CH3:15])[C:7]=2[N:8]=1, predict the reactants needed to synthesize it. (8) Given the product [CH:1]1([CH:4]([O:6][C:7](=[O:34])[NH:8][C:9]2[CH:14]=[CH:13][C:12]([C:15]3[N:16]([CH:30]4[CH2:33][CH2:32][CH2:31]4)[C:17]4[C:22]([C:23]=3[C:24]#[N:25])=[CH:21][CH:20]=[C:19]([O:26][CH2:27][CH2:28][S:46]([CH3:45])(=[O:48])=[O:47])[CH:18]=4)=[CH:11][CH:10]=2)[CH3:5])[CH2:3][CH2:2]1, predict the reactants needed to synthesize it. The reactants are: [CH:1]1([CH:4]([O:6][C:7](=[O:34])[NH:8][C:9]2[CH:14]=[CH:13][C:12]([C:15]3[N:16]([CH:30]4[CH2:33][CH2:32][CH2:31]4)[C:17]4[C:22]([C:23]=3[C:24]#[N:25])=[CH:21][CH:20]=[C:19]([O:26][CH2:27][CH2:28]Cl)[CH:18]=4)=[CH:11][CH:10]=2)[CH3:5])[CH2:3][CH2:2]1.CN(C=O)C.CC#N.[I-].[Na+].[CH3:45][S:46]([O-:48])=[O:47].[Na+].